Dataset: Catalyst prediction with 721,799 reactions and 888 catalyst types from USPTO. Task: Predict which catalyst facilitates the given reaction. (1) Reactant: Cl[C:2]1[C:3]2[N:4]([CH:10]=[C:11]([N+:13]([O-:15])=[O:14])[CH:12]=2)[N:5]=[CH:6][C:7]=1[C:8]#[N:9].Cl.[CH3:17][C@H:18]1[CH2:23][CH2:22][CH2:21][CH2:20][C@H:19]1[NH2:24]. Product: [CH3:17][C@H:18]1[CH2:23][CH2:22][CH2:21][CH2:20][C@H:19]1[NH:24][C:2]1[C:3]2[N:4]([CH:10]=[C:11]([N+:13]([O-:15])=[O:14])[CH:12]=2)[N:5]=[CH:6][C:7]=1[C:8]#[N:9]. The catalyst class is: 31. (2) Reactant: CN(C(ON1N=NC2C=CC=NC1=2)=[N+](C)C)C.F[P-](F)(F)(F)(F)F.[NH2:25][CH2:26][C:27]1[C:28]([F:44])=[C:29]([O:34][C:35]2[CH:36]=[C:37]([CH:40]=[C:41]([Cl:43])[CH:42]=2)[C:38]#[N:39])[C:30]([Cl:33])=[CH:31][CH:32]=1.CC(OC([N:52]1[C:60]2[C:55](=[CH:56][CH:57]=[C:58]([NH:61][S:62]([CH3:65])(=[O:64])=[O:63])[CH:59]=2)[CH:54]=[C:53]1[C:66](O)=[O:67])=O)(C)C.C(N(C(C)C)CC)(C)C. Product: [Cl:33][C:30]1[CH:31]=[CH:32][C:27]([CH2:26][NH:25][C:66]([C:53]2[NH:52][C:60]3[C:55]([CH:54]=2)=[CH:56][CH:57]=[C:58]([NH:61][S:62]([CH3:65])(=[O:64])=[O:63])[CH:59]=3)=[O:67])=[C:28]([F:44])[C:29]=1[O:34][C:35]1[CH:36]=[C:37]([C:38]#[N:39])[CH:40]=[C:41]([Cl:43])[CH:42]=1. The catalyst class is: 3. (3) Reactant: [NH2:1][C:2]1[CH:11]=[C:10]2[C:5]([CH2:6][CH2:7][CH:8]([C:12](OCC)=[O:13])[O:9]2)=[CH:4][CH:3]=1.[BH4-].[Li+]. Product: [NH2:1][C:2]1[CH:11]=[C:10]2[C:5]([CH2:6][CH2:7][CH:8]([CH2:12][OH:13])[O:9]2)=[CH:4][CH:3]=1. The catalyst class is: 1. (4) Reactant: C[O:2][C:3]([CH2:5][N:6]1[C:21](=[O:22])[C@@H:20]2[C@@H:9]([C@H:10]3[O:23][C@H:19]2[C@H:12]2[O:13][C:14]([CH3:18])([O:16][CH3:17])[O:15][C@H:11]32)[C:7]1=[O:8])=[O:4]. Product: [C:3]([CH2:5][N:6]1[C:7](=[O:8])[C@@H:9]2[C@@H:20]([C@H:19]3[O:23][C@H:10]2[C@H:11]2[O:15][C:14]([CH3:18])([O:16][CH3:17])[O:13][C@H:12]32)[C:21]1=[O:22])([OH:4])=[O:2]. The catalyst class is: 23.